From a dataset of Peptide-MHC class II binding affinity with 134,281 pairs from IEDB. Regression. Given a peptide amino acid sequence and an MHC pseudo amino acid sequence, predict their binding affinity value. This is MHC class II binding data. The MHC is DRB1_0101 with pseudo-sequence DRB1_0101. The binding affinity (normalized) is 0.527. The peptide sequence is VLEKEEMPTLIKTIQ.